From a dataset of Reaction yield outcomes from USPTO patents with 853,638 reactions. Predict the reaction yield, written as a fraction of the theoretical maximum amount of product (1.0 means a 100% yield; for example, 0.34 means a 34% yield). (1) The reactants are [O:1]1[CH:5]=[CH:4][CH:3]=[C:2]1[CH:6]=O.[CH3:8][C:9]([S@@:12]([NH2:14])=[O:13])([CH3:11])[CH3:10]. The catalyst is C1COCC1.C(OCC)(=O)C.[O-]CC.[Ti+4].[O-]CC.[O-]CC.[O-]CC. The product is [O:1]1[CH:5]=[CH:4][CH:3]=[C:2]1/[CH:6]=[N:14]/[S@:12]([C:9]([CH3:11])([CH3:10])[CH3:8])=[O:13]. The yield is 0.890. (2) The reactants are [N+]([C:4]1C=CC=CC=1O)([O-])=O.[Cl:11][C:12]1[C:17]([N+:18]([O-:20])=[O:19])=[CH:16][CH:15]=[CH:14][C:13]=1[OH:21].C(=O)([O-])[O-].[Cs+].[Cs+].CI. The catalyst is CN(C=O)C. The product is [Cl:11][C:12]1[C:17]([N+:18]([O-:20])=[O:19])=[CH:16][CH:15]=[CH:14][C:13]=1[O:21][CH3:4]. The yield is 0.980. (3) The reactants are [Br:1][C:2]1[CH:3]=[CH:4][C:5](=[O:8])[NH:6][CH:7]=1.Br[CH2:10][C:11]1[CH:16]=[CH:15][CH:14]=[CH:13][CH:12]=1. The catalyst is C1(C)C=CC=CC=1. The product is [CH2:10]([O:8][C:5]1[CH:4]=[CH:3][C:2]([Br:1])=[CH:7][N:6]=1)[C:11]1[CH:16]=[CH:15][CH:14]=[CH:13][CH:12]=1. The yield is 0.950. (4) The reactants are [C:1]([O:5][C:6](=[O:23])[CH2:7][C@@H:8]1[CH2:11][C@H:10]([C:12]([O:14][C@H](C2C=CC=CC=2)C)=[O:13])[CH2:9]1)([CH3:4])([CH3:3])[CH3:2]. The catalyst is CO.[C].[Pd]. The product is [C:1]([O:5][C:6](=[O:23])[CH2:7][C@@H:8]1[CH2:9][C@H:10]([C:12]([OH:14])=[O:13])[CH2:11]1)([CH3:4])([CH3:2])[CH3:3]. The yield is 0.990. (5) The reactants are [N+:1]([C:4]1[CH:5]=[C:6]2[C:14](=[CH:15][CH:16]=1)[NH:13][C:12]1[CH2:11][CH2:10][CH2:9][CH2:8][C:7]2=1)([O-])=O.C(O)C.O.O.[Sn](Cl)Cl. The catalyst is C(=O)(O)[O-].[Na+]. The product is [CH2:11]1[C:12]2[NH:13][C:14]3[C:6](=[CH:5][C:4]([NH2:1])=[CH:16][CH:15]=3)[C:7]=2[CH2:8][CH2:9][CH2:10]1. The yield is 0.950. (6) The reactants are [NH2:1][C:2]1[CH:7]=[C:6]([Br:8])[CH:5]=[CH:4][C:3]=1[C:9]([C:11]1[CH:16]=[CH:15][CH:14]=[CH:13][CH:12]=1)=O.[NH2:17][CH2:18][C:19](OCC)=[O:20]. The catalyst is N1C=CC=CC=1. The product is [Br:8][C:6]1[CH:5]=[CH:4][C:3]2=[C:2]([CH:7]=1)[NH:1][C:19](=[O:20])[CH2:18][N:17]=[C:9]2[C:11]1[CH:16]=[CH:15][CH:14]=[CH:13][CH:12]=1. The yield is 0.510. (7) The reactants are [Br:1][C:2]1[CH:21]=[CH:20][CH:19]=[CH:18][C:3]=1[C:4]([N:6]1[CH2:11][CH2:10][N:9]([C:12](=[O:17])[CH2:13][C:14]([OH:16])=O)[CH2:8][CH2:7]1)=[O:5].CCN=C=NCCCN(C)C.C1C=CC2N(O)N=NC=2C=1.[N:43]1[CH:48]=[CH:47][CH:46]=[C:45]([C:49]2[CH:54]=[CH:53][C:52]([NH2:55])=[CH:51][CH:50]=2)[CH:44]=1. The catalyst is CN(C1C=CN=CC=1)C.CN(C=O)C.O. The product is [Br:1][C:2]1[CH:21]=[CH:20][CH:19]=[CH:18][C:3]=1[C:4]([N:6]1[CH2:7][CH2:8][N:9]([C:12](=[O:17])[CH2:13][C:14]([NH:55][C:52]2[CH:51]=[CH:50][C:49]([C:45]3[CH:44]=[N:43][CH:48]=[CH:47][CH:46]=3)=[CH:54][CH:53]=2)=[O:16])[CH2:10][CH2:11]1)=[O:5]. The yield is 0.387. (8) The reactants are Br[C:2]1[N:7]=[C:6]([C:8]([OH:10])=[O:9])[CH:5]=[CH:4][CH:3]=1.[F:11][C:12]1[CH:17]=[C:16]([O:18][CH3:19])[CH:15]=[C:14]([F:20])[C:13]=1B(O)O. The catalyst is C1C=CC(P(C2C=CC=CC=2)[C-]2C=CC=C2)=CC=1.C1C=CC(P(C2C=CC=CC=2)[C-]2C=CC=C2)=CC=1.Cl[Pd]Cl.[Fe+2].C(Cl)Cl. The product is [F:11][C:12]1[CH:17]=[C:16]([O:18][CH3:19])[CH:15]=[C:14]([F:20])[C:13]=1[C:2]1[N:7]=[C:6]([C:8]([OH:10])=[O:9])[CH:5]=[CH:4][CH:3]=1. The yield is 0.420.